This data is from Catalyst prediction with 721,799 reactions and 888 catalyst types from USPTO. The task is: Predict which catalyst facilitates the given reaction. (1) Reactant: [N:1]1([C:6]([N:8]2[CH:12]=[CH:11]N=[CH:9]2)=[O:7])[CH:5]=[CH:4][N:3]=[CH:2]1.NC1[C:22]2C(=[N:18][CH:19]=[C:20]([Cl:37])[C:21]=2[N:23]2[CH2:28][CH2:27][CH2:26][C@@H:25]([NH:29][C:30](=[O:36])[O:31][C:32]([CH3:35])([CH3:34])[CH3:33])[CH2:24]2)NC=1.[CH2:38]1COCC1. Product: [Cl:37][C:20]1[C:21]([N:23]2[CH2:28][CH2:27][CH2:26][C@@H:25]([NH:29][C:30](=[O:36])[O:31][C:32]([CH3:35])([CH3:34])[CH3:33])[CH2:24]2)=[C:22]2[C:5]([NH:1][C:6]([N:8]3[CH2:9][CH2:38][CH2:11][CH2:12]3)=[O:7])=[CH:4][NH:3][C:2]2=[N:18][CH:19]=1. The catalyst class is: 25. (2) Reactant: FC(F)(F)C(O)=O.[N:8]1([C:12]([C:14]2[N:15]=[CH:16][C:17]([O:20][C:21]3[CH:22]=[C:23]([C:35]([NH:37][C:38]4[CH:42]=[CH:41][N:40](C(OC(C)(C)C)=O)[N:39]=4)=[O:36])[CH:24]=[C:25]([O:27][C@@H:28]([CH3:34])[CH2:29][O:30][CH:31]([F:33])[F:32])[CH:26]=3)=[N:18][CH:19]=2)=[O:13])[CH2:11][CH2:10][CH2:9]1. Product: [N:8]1([C:12]([C:14]2[N:15]=[CH:16][C:17]([O:20][C:21]3[CH:22]=[C:23]([CH:24]=[C:25]([O:27][C@@H:28]([CH3:34])[CH2:29][O:30][CH:31]([F:33])[F:32])[CH:26]=3)[C:35]([NH:37][C:38]3[CH:42]=[CH:41][NH:40][N:39]=3)=[O:36])=[N:18][CH:19]=2)=[O:13])[CH2:9][CH2:10][CH2:11]1. The catalyst class is: 2. (3) Reactant: Br[C:2](Br)=[CH:3][C:4]1[CH:9]=[C:8]([O:10][CH3:11])[C:7]([O:12][CH3:13])=[CH:6][C:5]=1[NH2:14].[C:16]1(B(O)O)[CH:21]=[CH:20][CH:19]=[CH:18][CH:17]=1.[O-]P([O-])([O-])=O.[K+].[K+].[K+].O.CO[C:36]1[CH:37]=[CH:38][CH:39]=[C:40](OC)[C:41]=1[C:36]1[CH:41]=[CH:40][CH:39]=[CH:38][C:37]=1P(C1CCCCC1)C1CCCCC1.[C:63]1(C)[CH:68]=[CH:67][CH:66]=[CH:65][CH:64]=1. Product: [CH2:11]([O:10][C:8]1[CH:9]=[C:4]2[C:5](=[CH:6][C:7]=1[O:12][CH2:13][C:36]1[CH:37]=[CH:38][CH:39]=[CH:40][CH:41]=1)[NH:14][C:2]([C:63]1[CH:68]=[CH:67][CH:66]=[CH:65][CH:64]=1)=[CH:3]2)[C:16]1[CH:21]=[CH:20][CH:19]=[CH:18][CH:17]=1. The catalyst class is: 318. (4) Reactant: [Br:1][C:2]1[S:3][C:4](Br)=[CH:5][CH:6]=1.B([C:11]1[S:15][C:14]([C:16]([OH:18])=[O:17])=[CH:13][CH:12]=1)(O)O. Product: [Br:1][C:2]1[S:3][C:4]([C:11]2[S:15][C:14]([C:16]([OH:18])=[O:17])=[CH:13][CH:12]=2)=[CH:5][CH:6]=1. The catalyst class is: 6. (5) Reactant: [NH2:1][C@@H:2]([CH2:6][C:7]([CH3:9])=[CH2:8])[C:3]([OH:5])=[O:4].[CH3:10][C:11]([O:14][C:15](O[C:15]([O:14][C:11]([CH3:13])([CH3:12])[CH3:10])=[O:16])=[O:16])([CH3:13])[CH3:12].Cl. The catalyst class is: 758. Product: [C:11]([O:14][C:15]([NH:1][C@@H:2]([CH2:6][C:7]([CH3:9])=[CH2:8])[C:3]([OH:5])=[O:4])=[O:16])([CH3:13])([CH3:12])[CH3:10]. (6) Reactant: [CH2:1]([N:3]1[C:12]2[C:7](=[CH:8][C:9]([NH:13][C:14](=[O:20])/[CH:15]=[CH:16]/[CH:17]([CH3:19])[CH3:18])=[CH:10][CH:11]=2)[C:6](=[O:21])[N:5]([CH2:22][CH3:23])[C:4]1=[O:24])[CH3:2].[N+:25]([CH3:28])([O-:27])=[O:26].C1CCN2C(=NCCC2)CC1. Product: [CH2:1]([N:3]1[C:12]2[C:7](=[CH:8][C:9]([NH:13][C:14](=[O:20])[CH2:15][CH:16]([CH2:28][N+:25]([O-:27])=[O:26])[CH:17]([CH3:18])[CH3:19])=[CH:10][CH:11]=2)[C:6](=[O:21])[N:5]([CH2:22][CH3:23])[C:4]1=[O:24])[CH3:2]. The catalyst class is: 170. (7) Reactant: [Br:1][C:2]1([CH3:11])[CH:7]=[CH:6][CH:5]=[CH:4][CH:3]1[N+:8]([O-:10])=[O:9].ClC[C:14]([O:16]CC)=[O:15].CC([O-])(C)C.[K+].[OH-].[Na+]. Product: [Br:1][C:2]1([CH2:11][C:14]([OH:16])=[O:15])[CH:7]=[CH:6][CH:5]=[CH:4][CH:3]1[N+:8]([O-:10])=[O:9]. The catalyst class is: 242.